From a dataset of NCI-60 drug combinations with 297,098 pairs across 59 cell lines. Regression. Given two drug SMILES strings and cell line genomic features, predict the synergy score measuring deviation from expected non-interaction effect. (1) Drug 1: C1CCN(CC1)CCOC2=CC=C(C=C2)C(=O)C3=C(SC4=C3C=CC(=C4)O)C5=CC=C(C=C5)O. Drug 2: C1=CC(=CC=C1CC(C(=O)O)N)N(CCCl)CCCl.Cl. Cell line: OVCAR-4. Synergy scores: CSS=-2.96, Synergy_ZIP=4.66, Synergy_Bliss=5.20, Synergy_Loewe=-2.91, Synergy_HSA=-2.91. (2) Drug 1: CC1CCC2CC(C(=CC=CC=CC(CC(C(=O)C(C(C(=CC(C(=O)CC(OC(=O)C3CCCCN3C(=O)C(=O)C1(O2)O)C(C)CC4CCC(C(C4)OC)OCCO)C)C)O)OC)C)C)C)OC. Drug 2: CN(CC1=CN=C2C(=N1)C(=NC(=N2)N)N)C3=CC=C(C=C3)C(=O)NC(CCC(=O)O)C(=O)O. Cell line: DU-145. Synergy scores: CSS=12.5, Synergy_ZIP=-0.397, Synergy_Bliss=-1.11, Synergy_Loewe=-21.9, Synergy_HSA=-8.39.